This data is from Full USPTO retrosynthesis dataset with 1.9M reactions from patents (1976-2016). The task is: Predict the reactants needed to synthesize the given product. (1) The reactants are: C([O:3][C:4]([C:6]1[N:7]=[N:8][N:9]([CH2:11][C:12]2[C:17]([F:18])=[CH:16][CH:15]=[CH:14][C:13]=2[F:19])[CH:10]=1)=[O:5])C.O.NN.C(O)C. Given the product [F:18][C:17]1[CH:16]=[CH:15][CH:14]=[C:13]([F:19])[C:12]=1[CH2:11][N:9]1[CH:10]=[C:6]([C:4]([OH:5])=[O:3])[N:7]=[N:8]1, predict the reactants needed to synthesize it. (2) Given the product [CH3:12][N:10]1[CH:11]=[C:7]([C:4]2[S:3][C:2]([NH:14][NH2:15])=[N:6][N:5]=2)[CH:8]=[N:9]1, predict the reactants needed to synthesize it. The reactants are: Cl[C:2]1[S:3][C:4]([C:7]2[CH:8]=[N:9][N:10]([CH3:12])[CH:11]=2)=[N:5][N:6]=1.O.[NH2:14][NH2:15].